Dataset: Catalyst prediction with 721,799 reactions and 888 catalyst types from USPTO. Task: Predict which catalyst facilitates the given reaction. (1) Reactant: [N:1]([CH2:4][C:5]([N:7]([CH2:21][C:22]1[CH:27]=[CH:26][CH:25]=[CH:24][C:23]=1[O:28][CH3:29])[C:8]1[CH:13]=[CH:12][CH:11]=[CH:10][C:9]=1[O:14][C:15]1[CH:20]=[CH:19][CH:18]=[CH:17][CH:16]=1)=[O:6])=[N+]=[N-]. Product: [NH2:1][CH2:4][C:5]([N:7]([CH2:21][C:22]1[CH:27]=[CH:26][CH:25]=[CH:24][C:23]=1[O:28][CH3:29])[C:8]1[CH:13]=[CH:12][CH:11]=[CH:10][C:9]=1[O:14][C:15]1[CH:20]=[CH:19][CH:18]=[CH:17][CH:16]=1)=[O:6]. The catalyst class is: 663. (2) Reactant: [CH3:1][C:2]1[C:7]([N+:8]([O-:10])=[O:9])=[CH:6][CH:5]=[CH:4][C:3]=1[C:11]([N:13]1[CH2:18][CH2:17][N:16]([CH3:19])[CH2:15][CH2:14]1)=[O:12].CO[CH:22](OC)[N:23]([CH3:25])[CH3:24].N1CC[CH2:30][CH2:29]1.[OH-].[Na+]. Product: [CH3:19][N:16]1[CH2:15][CH2:14][N:13]([C:11]([C:3]2[CH:4]=[CH:5][CH:6]=[C:7]([N+:8]([O-:10])=[O:9])[C:2]=2[CH:1]=[CH:25][N:23]2[CH2:22][CH2:30][CH2:29][CH2:24]2)=[O:12])[CH2:18][CH2:17]1. The catalyst class is: 9.